From a dataset of NCI-60 drug combinations with 297,098 pairs across 59 cell lines. Regression. Given two drug SMILES strings and cell line genomic features, predict the synergy score measuring deviation from expected non-interaction effect. Drug 1: C1=CN(C(=O)N=C1N)C2C(C(C(O2)CO)O)O.Cl. Drug 2: CNC(=O)C1=NC=CC(=C1)OC2=CC=C(C=C2)NC(=O)NC3=CC(=C(C=C3)Cl)C(F)(F)F. Cell line: T-47D. Synergy scores: CSS=4.53, Synergy_ZIP=-2.38, Synergy_Bliss=-4.93, Synergy_Loewe=-19.2, Synergy_HSA=-6.02.